Dataset: Full USPTO retrosynthesis dataset with 1.9M reactions from patents (1976-2016). Task: Predict the reactants needed to synthesize the given product. (1) Given the product [CH3:18][O:19][C:20]1[CH:21]=[C:22](/[CH:23]=[C:6](/[C:5]2[CH:9]=[CH:10][C:2]([O:1][CH2:11][O:12][CH2:13][CH2:14][O:15][CH3:16])=[CH:3][CH:4]=2)\[C:7]#[N:8])[CH:25]=[CH:26][C:27]=1[O:28][CH3:29], predict the reactants needed to synthesize it. The reactants are: [OH:1][C:2]1[CH:10]=[CH:9][C:5]([CH2:6][C:7]#[N:8])=[CH:4][CH:3]=1.[CH3:11][O:12][CH2:13][CH2:14][O:15][CH2:16]Cl.[CH3:18][O:19][C:20]1[CH:21]=[C:22]([CH:25]=[CH:26][C:27]=1[O:28][CH3:29])[CH:23]=O. (2) Given the product [C:36]([O-:35])(=[O:50])[CH3:39].[NH4+:6].[F:1][C:2]1[CH:3]=[C:4]([CH2:8][N:9]2[C:13]3=[N:14][C:15]([C:18]4[C:19]5[CH:26]=[C:25]([C:27]6[CH2:28][NH:29][CH2:30][CH2:31][CH:32]=6)[NH:24][C:20]=5[N:21]=[CH:22][CH:23]=4)=[CH:16][CH:17]=[C:12]3[CH:11]=[CH:10]2)[CH:5]=[N:6][CH:7]=1, predict the reactants needed to synthesize it. The reactants are: [F:1][C:2]1[CH:3]=[C:4]([CH2:8][N:9]2[C:13]3=[N:14][C:15]([C:18]4[C:19]5[CH:26]=[C:25]([C:27]6[CH2:28][N:29](C([O:35][C:36]([CH3:39])(C)C)=O)[CH2:30][CH2:31][CH:32]=6)[N:24](S(C6C=CC(C)=CC=6)(=O)=O)[C:20]=5[N:21]=[CH:22][CH:23]=4)=[CH:16][CH:17]=[C:12]3[CH:11]=[CH:10]2)[CH:5]=[N:6][CH:7]=1.[OH-:50].[Na+]. (3) Given the product [NH2:1][C@H:2]1[CH2:7][CH2:6][CH2:5][CH2:4][C@H:3]1[NH:8][C:9]1[CH:10]=[C:11]([NH:17][C:18]2[CH:19]=[N:20][C:21]3[C:26]([CH:27]=2)=[CH:25][CH:24]=[CH:23][CH:22]=3)[C:12]([C:15]([NH2:16])=[O:34])=[N:13][CH:14]=1, predict the reactants needed to synthesize it. The reactants are: [NH2:1][C@H:2]1[CH2:7][CH2:6][CH2:5][CH2:4][C@H:3]1[NH:8][C:9]1[CH:10]=[C:11]([NH:17][C:18]2[CH:19]=[N:20][C:21]3[C:26]([CH:27]=2)=[CH:25][CH:24]=[CH:23][CH:22]=3)[C:12]([C:15]#[N:16])=[N:13][CH:14]=1.[OH-].[Na+].OO.CC(O)=[O:34]. (4) Given the product [CH2:3]([NH:7][C:8](=[S:30])[O:9][CH2:10]/[CH:11]=[C:12](\[CH3:29])/[CH2:13][CH2:14]/[CH:15]=[C:16](\[CH3:28])/[CH2:17][CH2:18]/[CH:19]=[C:20](\[CH3:27])/[CH2:21][CH2:22][CH:23]=[C:24]([CH3:26])[CH3:25])[CH2:4][CH2:5][CH3:6], predict the reactants needed to synthesize it. The reactants are: N1[CH:6]=[CH:5][CH:4]=[C:3]([NH:7][C:8](=[S:30])[O:9][CH2:10]/[CH:11]=[C:12](\[CH3:29])/[CH2:13][CH2:14]/[CH:15]=[C:16](\[CH3:28])/[CH2:17][CH2:18]/[CH:19]=[C:20](\[CH3:27])/[CH2:21][CH2:22][CH:23]=[C:24]([CH3:26])[CH3:25])C=1.C(C/C(/C)=C/CC/C(/C)=C/CO)/C=C(/CCC=C(C)C)\C.C(N=C=S)CCCC. (5) Given the product [Cl:11][C:8]1[CH:9]=[CH:10][C:5]([OH:4])=[C:6]([CH2:12][C:13]2[O:14][C:15]([C:18]([NH:20][C:21]3[C:26]([F:27])=[CH:25][CH:24]=[CH:23][C:22]=3[F:28])=[O:19])=[CH:16][CH:17]=2)[CH:7]=1, predict the reactants needed to synthesize it. The reactants are: C([O:4][C:5]1[CH:10]=[CH:9][C:8]([Cl:11])=[CH:7][C:6]=1[CH2:12][C:13]1[O:14][C:15]([C:18]([NH:20][C:21]2[C:26]([F:27])=[CH:25][CH:24]=[CH:23][C:22]=2[F:28])=[O:19])=[CH:16][CH:17]=1)(=O)C. (6) Given the product [CH:1]1[C:10]2[C:5](=[CH:6][CH:7]=[CH:8][CH:9]=2)[CH:4]=[CH:3][C:2]=1[C:11]1[CH:16]=[CH:15][N:14]=[C:13]([C:17]([OH:19])=[O:18])[N:12]=1, predict the reactants needed to synthesize it. The reactants are: [CH:1]1[C:10]2[C:5](=[CH:6][CH:7]=[CH:8][CH:9]=2)[CH:4]=[CH:3][C:2]=1[C:11]1[CH:16]=[CH:15][N:14]=[C:13]([CH:17]=[O:18])[N:12]=1.[O-:19]Cl.[Na+].O. (7) Given the product [Cl:1][C:2]1[CH:11]=[C:10]2[C:5]([C:6](=[O:41])[C:7]([CH2:18][NH:19][C:20]([NH:21][CH:22]3[CH2:27][CH2:26][N:25]([C:28]([N:58]4[CH2:59][CH2:60][CH:55]([S:52]([CH3:51])(=[O:54])=[O:53])[CH2:56][CH2:57]4)=[O:30])[CH2:24][CH2:23]3)=[O:40])=[CH:8][N:9]2[C:12]2[CH:13]=[CH:14][CH:15]=[CH:16][CH:17]=2)=[CH:4][CH:3]=1, predict the reactants needed to synthesize it. The reactants are: [Cl:1][C:2]1[CH:11]=[C:10]2[C:5]([C:6](=[O:41])[C:7]([CH2:18][NH:19][C:20](=[O:40])[NH:21][CH:22]3[CH2:27][CH2:26][N:25]([C:28]([O:30]C4C=CC([N+]([O-])=O)=CC=4)=O)[CH2:24][CH2:23]3)=[CH:8][N:9]2[C:12]2[CH:17]=[CH:16][CH:15]=[CH:14][CH:13]=2)=[CH:4][CH:3]=1.C(N(CC)C(C)C)(C)C.[CH3:51][S:52]([CH:55]1[CH2:60][CH2:59][NH:58][CH2:57][CH2:56]1)(=[O:54])=[O:53]. (8) Given the product [OH:9][NH:10][C:1](=[NH:8])[C:2]1[CH:7]=[CH:6][N:5]=[CH:4][CH:3]=1, predict the reactants needed to synthesize it. The reactants are: [C:1](#[N:8])[C:2]1[CH:7]=[CH:6][N:5]=[CH:4][CH:3]=1.[OH:9][NH2:10]. (9) Given the product [CH3:27][C:26]1[C:8]2[C:9](=[N:10][C:11]([C:15]3[C:20]([F:21])=[CH:19][CH:18]=[C:17]([F:22])[C:16]=3[F:23])=[C:12]([C:13]#[N:14])[C:7]=2[C:5]2[O:6][C:2]([N:28]3[CH2:33][CH2:32][O:31][CH2:30][CH2:29]3)=[CH:3][CH:4]=2)[NH:24][N:25]=1, predict the reactants needed to synthesize it. The reactants are: Cl[C:2]1[O:6][C:5]([C:7]2[C:12]([C:13]#[N:14])=[C:11]([C:15]3[C:20]([F:21])=[CH:19][CH:18]=[C:17]([F:22])[C:16]=3[F:23])[N:10]=[C:9]3[NH:24][N:25]=[C:26]([CH3:27])[C:8]=23)=[CH:4][CH:3]=1.[NH:28]1[CH2:33][CH2:32][O:31][CH2:30][CH2:29]1. (10) Given the product [CH3:11][C@H:1]1[CH2:2][C@@H:3]([OH:10])[C@H:4]([CH:7]([CH3:9])[CH3:8])[CH2:5][CH2:6]1, predict the reactants needed to synthesize it. The reactants are: [CH:1]1([CH3:11])[CH2:6][CH2:5][CH:4]([CH:7]([CH3:9])[CH3:8])[CH:3]([OH:10])[CH2:2]1.[H][H].